From a dataset of Reaction yield outcomes from USPTO patents with 853,638 reactions. Predict the reaction yield, written as a fraction of the theoretical maximum amount of product (1.0 means a 100% yield; for example, 0.34 means a 34% yield). (1) The reactants are [F:1][C:2]1[CH:3]=[C:4]([NH2:9])[C:5]([NH2:8])=[CH:6][CH:7]=1.[C:10]([O:14][C:15](O[C:15]([O:14][C:10]([CH3:13])([CH3:12])[CH3:11])=[O:16])=[O:16])([CH3:13])([CH3:12])[CH3:11]. No catalyst specified. The product is [NH2:9][C:4]1[CH:3]=[C:2]([F:1])[CH:7]=[CH:6][C:5]=1[NH:8][C:15](=[O:16])[O:14][C:10]([CH3:13])([CH3:12])[CH3:11]. The yield is 0.690. (2) The reactants are Br[C:2]1[CH:6]=[CH:5][S:4][C:3]=1/[C:7](=[N:9]/[N:10]=[C:11]([C:18]1[CH:23]=[CH:22][CH:21]=[CH:20][CH:19]=1)[C:12]1[CH:17]=[CH:16][CH:15]=[CH:14][CH:13]=1)/[CH3:8].[C:24]1([C:30](=[N:37][NH2:38])[C:31]2[CH:36]=[CH:35][CH:34]=[CH:33][CH:32]=2)[CH:29]=[CH:28][CH:27]=[CH:26][CH:25]=1.C([O-])([O-])=O.[Cs+].[Cs+]. The catalyst is C1(C)C=CC=CC=1.C([O-])(=O)C.[Pd+2].C([O-])(=O)C.C1(P(C2C=CC=CC=2)[C-]2C=CC=C2)C=CC=CC=1.[C-]1(P(C2C=CC=CC=2)C2C=CC=CC=2)C=CC=C1.[Fe+2]. The product is [C:12]1([C:11]([C:18]2[CH:23]=[CH:22][CH:21]=[CH:20][CH:19]=2)=[N:10]/[N:9]=[C:7](/[C:3]2[S:4][CH:5]=[CH:6][C:2]=2[NH:38][N:37]=[C:30]([C:24]2[CH:29]=[CH:28][CH:27]=[CH:26][CH:25]=2)[C:31]2[CH:36]=[CH:35][CH:34]=[CH:33][CH:32]=2)\[CH3:8])[CH:17]=[CH:16][CH:15]=[CH:14][CH:13]=1. The yield is 0.770. (3) The reactants are [O:1]=[C:2]1[CH2:7][O:6][C:5]2[CH:8]=[CH:9][C:10]([O:12][CH2:13][CH2:14][CH2:15][CH:16]=O)=[N:11][C:4]=2[NH:3]1.[Cl:18][C:19]1[C:24]([Cl:25])=[CH:23][CH:22]=[CH:21][C:20]=1[N:26]1[CH2:31][CH2:30][NH:29][CH2:28][CH2:27]1.[BH-](OC(C)=O)(OC(C)=O)OC(C)=O.[Na+].CCOCC. The catalyst is ClC(Cl)C. The product is [Cl:18][C:19]1[C:24]([Cl:25])=[CH:23][CH:22]=[CH:21][C:20]=1[N:26]1[CH2:31][CH2:30][N:29]([CH2:16][CH2:15][CH2:14][CH2:13][O:12][C:10]2[CH:9]=[CH:8][C:5]3[O:6][CH2:7][C:2](=[O:1])[NH:3][C:4]=3[N:11]=2)[CH2:28][CH2:27]1. The yield is 0.630. (4) The reactants are C([O:3][C:4]([CH:6]1[CH2:8][CH:7]1[C:9]1[C:17]2[C:12](=[CH:13][CH:14]=[C:15]([O:18][CH3:19])[CH:16]=2)[N:11]([S:20]([C:23]2[CH:28]=[CH:27][C:26]([O:29][CH3:30])=[CH:25][CH:24]=2)(=[O:22])=[O:21])[CH:10]=1)=[O:5])C.[OH-].[Li+].C([O-])(=O)C.Cl. The catalyst is O1CCCC1. The product is [CH3:19][O:18][C:15]1[CH:16]=[C:17]2[C:12](=[CH:13][CH:14]=1)[N:11]([S:20]([C:23]1[CH:24]=[CH:25][C:26]([O:29][CH3:30])=[CH:27][CH:28]=1)(=[O:22])=[O:21])[CH:10]=[C:9]2[CH:7]1[CH2:8][CH:6]1[C:4]([OH:5])=[O:3]. The yield is 0.110.